From a dataset of Forward reaction prediction with 1.9M reactions from USPTO patents (1976-2016). Predict the product of the given reaction. (1) Given the reactants [OH:1][C:2]1[CH:11]=[C:10]2[C:5]([CH:6]=[CH:7][C:8](=[O:30])[N:9]2[CH2:12][CH2:13][C:14]23[CH2:21][CH2:20][C:17]([NH:22][C:23](=[O:29])[O:24][C:25]([CH3:28])([CH3:27])[CH3:26])([CH2:18][CH2:19]2)[CH2:16][O:15]3)=[N:4][CH:3]=1.Br[CH2:32][CH2:33][O:34][CH:35]1[CH2:40][CH2:39][CH2:38][CH2:37][O:36]1, predict the reaction product. The product is: [O:30]=[C:8]1[CH:7]=[CH:6][C:5]2[C:10](=[CH:11][C:2]([O:1][CH2:32][CH2:33][O:34][CH:35]3[CH2:40][CH2:39][CH2:38][CH2:37][O:36]3)=[CH:3][N:4]=2)[N:9]1[CH2:12][CH2:13][C:14]12[CH2:19][CH2:18][C:17]([NH:22][C:23](=[O:29])[O:24][C:25]([CH3:27])([CH3:26])[CH3:28])([CH2:20][CH2:21]1)[CH2:16][O:15]2. (2) The product is: [O:20]1[C:25]2[CH:26]=[CH:27][CH:28]=[CH:29][C:24]=2[O:23][CH2:22][CH:21]1[CH2:30][NH:31][C:2]1[N:7]=[C:6]([NH:8][C:9]2[CH:14]=[CH:13][C:12]3[O:15][CH2:16][CH2:17][O:18][C:11]=3[CH:10]=2)[C:5]([F:19])=[CH:4][N:3]=1. Given the reactants Cl[C:2]1[N:7]=[C:6]([NH:8][C:9]2[CH:14]=[CH:13][C:12]3[O:15][CH2:16][CH2:17][O:18][C:11]=3[CH:10]=2)[C:5]([F:19])=[CH:4][N:3]=1.[O:20]1[C:25]2[CH:26]=[CH:27][CH:28]=[CH:29][C:24]=2[O:23][CH2:22][CH:21]1[CH2:30][NH2:31], predict the reaction product. (3) Given the reactants [CH2:1]1[C:10]2[C:5](=[CH:6][C:7]([O:11][C:12]3[CH:20]=[CH:19][C:15]([C:16]([NH2:18])=[O:17])=[CH:14][CH:13]=3)=[CH:8][CH:9]=2)[CH2:4][CH2:3][NH:2]1.CN(C=O)C.CCN(CC)CC.[CH2:33](Br)[CH2:34][CH2:35][CH2:36][CH3:37], predict the reaction product. The product is: [CH2:33]([N:2]1[CH2:3][CH2:4][C:5]2[C:10](=[CH:9][CH:8]=[C:7]([O:11][C:12]3[CH:20]=[CH:19][C:15]([C:16]([NH2:18])=[O:17])=[CH:14][CH:13]=3)[CH:6]=2)[CH2:1]1)[CH2:34][CH2:35][CH2:36][CH3:37]. (4) Given the reactants Br[C:2]1[C:6]([CH3:7])=[CH:5][S:4][CH:3]=1.[Cl-].[Li+].C([Mg]Cl)(C)C.Cl[C:16]([O:18][CH3:19])=[O:17], predict the reaction product. The product is: [CH3:7][C:6]1[C:2]([C:16]([O:18][CH3:19])=[O:17])=[CH:3][S:4][CH:5]=1. (5) Given the reactants [F:1][C:2]1[CH:7]=[CH:6][C:5]([C:8]2[N:9]=[C:10]3[CH:15]=[C:14]([CH:16]4[CH2:21][CH2:20][N:19](C(OCC5C=CC=CC=5)=O)[CH2:18][CH2:17]4)[CH:13]=[CH:12][N:11]3[C:32]=2[C:33]2[CH:38]=[CH:37][N:36]=[CH:35][N:34]=2)=[CH:4][CH:3]=1.C1(S)C=CC=CC=1.I[Si](C)(C)C, predict the reaction product. The product is: [F:1][C:2]1[CH:3]=[CH:4][C:5]([C:8]2[N:9]=[C:10]3[CH:15]=[C:14]([CH:16]4[CH2:21][CH2:20][NH:19][CH2:18][CH2:17]4)[CH:13]=[CH:12][N:11]3[C:32]=2[C:33]2[CH:38]=[CH:37][N:36]=[CH:35][N:34]=2)=[CH:6][CH:7]=1. (6) The product is: [F:1][C:2]1[CH:7]=[CH:6][C:5]([N:8]2[C:12](=[O:13])[N:11]([CH3:18])[N:10]=[N:9]2)=[C:4]([O:14][CH:15]([CH3:17])[CH3:16])[CH:3]=1. Given the reactants [F:1][C:2]1[CH:7]=[CH:6][C:5]([N:8]2[C:12](=[O:13])[NH:11][N:10]=[N:9]2)=[C:4]([O:14][CH:15]([CH3:17])[CH3:16])[CH:3]=1.[C:18]([O-])([O-])=O.[K+].[K+].IC, predict the reaction product. (7) Given the reactants CN.[O:3]1[CH:7]=[CH:6][C:5]([C:8]2[CH:9]=[C:10]([C:19]([F:22])([F:21])[F:20])[C:11]3[N:12]([CH:14]=[C:15](NC)[N:16]=3)[CH:13]=2)=[CH:4]1.[CH2:23]([N:30]=[C:31]=[O:32])[C:24]1[CH:29]=[CH:28][CH:27]=[CH:26][CH:25]=1.[CH:33]([N:36](CC)C(C)C)(C)C, predict the reaction product. The product is: [CH2:23]([NH:30][C:31]([NH:36][CH2:33][C:15]1[N:16]=[C:11]2[C:10]([C:19]([F:20])([F:21])[F:22])=[CH:9][C:8]([C:5]3[CH:6]=[CH:7][O:3][CH:4]=3)=[CH:13][N:12]2[CH:14]=1)=[O:32])[C:24]1[CH:29]=[CH:28][CH:27]=[CH:26][CH:25]=1.